This data is from Full USPTO retrosynthesis dataset with 1.9M reactions from patents (1976-2016). The task is: Predict the reactants needed to synthesize the given product. (1) The reactants are: CC1C=C(C)C=C(C)C=1S(O[C:14]1[C:19]([CH2:20][C:21]2[CH:26]=[CH:25][C:24]([O:27][CH2:28][CH2:29][O:30][CH2:31][CH2:32][C:33]([P:36]([O:41][CH2:42][CH3:43])([O:38][CH2:39][CH3:40])=[O:37])([F:35])[F:34])=[CH:23][C:22]=2[O:44][CH3:45])=[C:18]([CH3:46])[N:17]=[C:16]([NH2:47])[N:15]=1)(=O)=O.C(O)(C(F)(F)F)=O.[CH2:55]([NH2:60])[CH2:56][CH2:57][CH2:58][CH3:59]. Given the product [NH2:47][C:16]1[N:17]=[C:18]([CH3:46])[C:19]([CH2:20][C:21]2[CH:26]=[CH:25][C:24]([O:27][CH2:28][CH2:29][O:30][CH2:31][CH2:32][C:33]([P:36](=[O:37])([O:38][CH2:39][CH3:40])[O:41][CH2:42][CH3:43])([F:35])[F:34])=[CH:23][C:22]=2[O:44][CH3:45])=[C:14]([NH:60][CH2:55][CH2:56][CH2:57][CH2:58][CH3:59])[N:15]=1, predict the reactants needed to synthesize it. (2) Given the product [CH2:9]([C:8]([C:5]1[CH:6]=[CH:7][C:2]([CH:27]=[O:28])=[CH:3][CH:4]=1)([CH3:11])[CH2:12][CH3:13])[CH3:10], predict the reactants needed to synthesize it. The reactants are: Br[C:2]1[CH:7]=[CH:6][C:5]([C:8]([CH2:12][CH3:13])([CH3:11])[CH2:9][CH3:10])=[CH:4][CH:3]=1.C([Li])CCC.CCCCCC.CN(C)[CH:27]=[O:28].[Cl-].[NH4+].